Task: Binary Classification. Given a miRNA mature sequence and a target amino acid sequence, predict their likelihood of interaction.. Dataset: Experimentally validated miRNA-target interactions with 360,000+ pairs, plus equal number of negative samples (1) The miRNA is hsa-miR-6840-3p with sequence GCCCAGGACUUUGUGCGGGGUG. The protein sequence of the target gene is MAAGRAQVPSSEQAWLEDAQVFIQKTLCPAVKEPNVQLTPLVIDCVKTVWLSQGRNQGSTLPLSYSFVSVQDLKTHQRLPCCSHLSWSSSAYQAWAQEAGPNGNPLPREQLLLLGTLTDLSADLEQECRNGSLYVRDNTGVLSCELIDLDLSWLGHLFLFPRWSYLPPARWNSSGEGHLELWDAPVPVFPLTISPGPVTPIPVLYPESASCLLRLRNKLRGVQRNLAGSLVRLSALVKSKQKAYFILSLGRSHPAVTHVSIIVQVPAQLVWHRALRPGTAYVLTELRVSKIRGQRQHVWM.... Result: 1 (interaction). (2) The miRNA is hsa-miR-4725-3p with sequence UGGGGAAGGCGUCAGUGUCGGG. The protein sequence of the target gene is MAMEGYRGFLGLLVSALLVGFLSVIFVLIWVLHFREGLGWNGSGLEFNWHPVLAVTGFVFIQGIAIIVYRLPWTWKCSKLLMKSIHAGLNAVAAILAIISVVAVFEYHNVQKVPHMYSLHSWVGLTALILYIQQLVVGFFVFLLPWAPPSLRAIVMPIHVYSGLLLFGTVIATVLMGVTEKLFFVLKHPSYHSFPPEGVFTNTLGLLILVFGALIFWIVTRPQWKRPREPGSVPLQLNGGNAECRMEGAIAISSAHSMDAADPADAESSSEGAARKRTLGLADSGQRSTM. Result: 0 (no interaction). (3) The miRNA is hsa-miR-626 with sequence AGCUGUCUGAAAAUGUCUU. The protein sequence of the target gene is MGVQGFQEFLEKRCPGAVVPVDLLKLARTVSRQQQQQHLHRQLPPAALAPGAPRITRGSAPLPPPPLPPAAFGAYSGGAGPSRHHHPAHHFHHHGQAPPGLHPPPPPPLPGARVLVDAGSALPRLYGGYQTDWVCGGQWNAMLGYLSALCQACAYPGGDGLELVVMFPGGLGKDRLAEWGRRCQAERQTAQLIVGHVGNKGTPPPRAWFLPPACLSHCVRLALIRFRVKVFQSLEDHHLEVVAFFRENGFHGLLAHDSEYALYNIPSYYSSHALKLSWNGKNLTTNQFLMQEVAKQLGLK.... Result: 0 (no interaction). (4) The miRNA is hsa-miR-5691 with sequence UUGCUCUGAGCUCCGAGAAAGC. The protein sequence of the target gene is MGQALGIKSCDFQAARNNEEHHTKALSSRRLFVRRGQPFTIILYFRAPVRAFLPALKKVALTAQTGEQPSKINRTQATFPISSLGDRKWWSAVVEERDAQSWTISVTTPADAVIGHYSLLLQVSGRKQLLLGQFTLLFNPWNREDAVFLKNEAQRMEYLLNQNGLIYLGTADCIQAESWDFGQFEGDVIDLSLRLLSKDKQVEKWSQPVHVARVLGALLHFLKEQRVLPTPQTQATQEGALLNKRRGSVPILRQWLTGRGRPVYDGQAWVLAAVACTVLRCLGIPARVVTTFASAQGTGG.... Result: 1 (interaction).